Task: Regression. Given two drug SMILES strings and cell line genomic features, predict the synergy score measuring deviation from expected non-interaction effect.. Dataset: NCI-60 drug combinations with 297,098 pairs across 59 cell lines (1) Drug 1: C1=C(C(=O)NC(=O)N1)F. Drug 2: CC(C)CN1C=NC2=C1C3=CC=CC=C3N=C2N. Cell line: KM12. Synergy scores: CSS=39.3, Synergy_ZIP=-3.97, Synergy_Bliss=-11.1, Synergy_Loewe=-13.3, Synergy_HSA=-12.7. (2) Cell line: NCI-H226. Drug 2: C1CN(P(=O)(OC1)NCCCl)CCCl. Synergy scores: CSS=31.1, Synergy_ZIP=2.44, Synergy_Bliss=5.06, Synergy_Loewe=-38.4, Synergy_HSA=3.56. Drug 1: CCC1=CC2CC(C3=C(CN(C2)C1)C4=CC=CC=C4N3)(C5=C(C=C6C(=C5)C78CCN9C7C(C=CC9)(C(C(C8N6C)(C(=O)OC)O)OC(=O)C)CC)OC)C(=O)OC.C(C(C(=O)O)O)(C(=O)O)O.